This data is from CYP2D6 inhibition data for predicting drug metabolism from PubChem BioAssay. The task is: Regression/Classification. Given a drug SMILES string, predict its absorption, distribution, metabolism, or excretion properties. Task type varies by dataset: regression for continuous measurements (e.g., permeability, clearance, half-life) or binary classification for categorical outcomes (e.g., BBB penetration, CYP inhibition). Dataset: cyp2d6_veith. The compound is Cc1sc2ncn(CC(=O)NCCCC(=O)N3CCN(c4ncccn4)CC3)c(=O)c2c1C. The result is 0 (non-inhibitor).